Dataset: Peptide-MHC class I binding affinity with 185,985 pairs from IEDB/IMGT. Task: Regression. Given a peptide amino acid sequence and an MHC pseudo amino acid sequence, predict their binding affinity value. This is MHC class I binding data. (1) The peptide sequence is ILCSLMEHWA. The MHC is HLA-B07:02 with pseudo-sequence HLA-B07:02. The binding affinity (normalized) is 0. (2) The MHC is HLA-A23:01 with pseudo-sequence HLA-A23:01. The binding affinity (normalized) is 0.0847. The peptide sequence is EAEKQLQQY.